From a dataset of Reaction yield outcomes from USPTO patents with 853,638 reactions. Predict the reaction yield, written as a fraction of the theoretical maximum amount of product (1.0 means a 100% yield; for example, 0.34 means a 34% yield). (1) No catalyst specified. The product is [C:3]([C:5]1([CH:14]=[CH:9][CH:8]=[N:7][CH2:6]1)[C:16]([OH:21])=[O:2])#[N:4]. The yield is 0.780. The reactants are [Li+].[OH-:2].[C:3]([C:5]1[CH:6]=[N:7][CH:8]=[C:9]([CH:14]=1)C(OC)=O)#[N:4].Cl.[CH2:16]1COCC1.[OH2:21]. (2) The reactants are [S:1]1[CH:5]=[CH:4][CH:3]=[C:2]1[CH2:6][CH2:7][NH2:8].[Cl:9][C:10]1[CH:15]=[CH:14][C:13]([C:16]2([C:21](Cl)=[O:22])[CH2:20][CH2:19][CH2:18][CH2:17]2)=[CH:12][CH:11]=1.C(O)C(N)(CO)CO. The catalyst is C(Cl)Cl. The product is [S:1]1[CH:5]=[CH:4][CH:3]=[C:2]1[CH2:6][CH2:7][NH:8][C:21]([C:16]1([C:13]2[CH:12]=[CH:11][C:10]([Cl:9])=[CH:15][CH:14]=2)[CH2:17][CH2:18][CH2:19][CH2:20]1)=[O:22]. The yield is 0.430. (3) The reactants are [CH3:1][O:2][C:3]1[CH:4]=[C:5]2[C:9](=[CH:10][CH:11]=1)[N:8]([CH3:12])[CH:7]=[C:6]2[C:13]1[N:37](COCC[Si](C)(C)C)[C:16]2[N:17]=[CH:18][C:19]3[N:20]([C:21]([C@@H:24]4[CH2:28][CH2:27][C@H:26]([NH:29]C(=O)OC(C)(C)C)[CH2:25]4)=[N:22][CH:23]=3)[C:15]=2[CH:14]=1.[C:46]([OH:52])([C:48](F)(F)F)=[O:47].[NH4+].[OH-]. The catalyst is C(Cl)Cl. The product is [C:46]([OH:52])(=[O:47])[CH3:48].[C:46]([OH:52])(=[O:47])[CH3:48].[CH3:1][O:2][C:3]1[CH:4]=[C:5]2[C:9](=[CH:10][CH:11]=1)[N:8]([CH3:12])[CH:7]=[C:6]2[C:13]1[NH:37][C:16]2[N:17]=[CH:18][C:19]3[N:20]([C:21]([C@@H:24]4[CH2:28][CH2:27][C@H:26]([NH2:29])[CH2:25]4)=[N:22][CH:23]=3)[C:15]=2[CH:14]=1. The yield is 0.530. (4) The reactants are [F:1][C:2]1[CH:7]=[C:6]([F:8])[CH:5]=[CH:4][C:3]=1[N:9]1[C:17](=[O:18])[C:16]2[C@@H:15]3[C:19]([CH3:21])([CH3:20])[C@@:12]([CH3:22])([CH2:13][CH2:14]3)[C:11]=2[NH:10]1.[F:23][C:24]([F:34])([F:33])[C:25]1[CH:32]=[CH:31][C:28]([CH2:29]Br)=[CH:27][CH:26]=1.ClCCl.O. The catalyst is [I-].C([N+](CCCC)(CCCC)CCCC)CCC.CN(C)C=O.[Cl-].[Na+].O. The product is [F:1][C:2]1[CH:7]=[C:6]([F:8])[CH:5]=[CH:4][C:3]=1[N:9]1[C:17](=[O:18])[C:16]2[C@@H:15]3[C:19]([CH3:21])([CH3:20])[C@@:12]([CH3:22])([CH2:13][CH2:14]3)[C:11]=2[N:10]1[CH2:29][C:28]1[CH:27]=[CH:26][C:25]([C:24]([F:23])([F:33])[F:34])=[CH:32][CH:31]=1. The yield is 0.380. (5) The product is [CH2:39]([O:41][P:42]([CH2:47][NH:48][C:11]([O:12][CH:13]([C:14]1[NH:15][C:16]([S:22][C:23]2[CH:24]=[C:25]([Cl:30])[CH:26]=[C:27]([Cl:29])[CH:28]=2)=[C:17]([CH:19]([CH3:20])[CH3:21])[N:18]=1)[CH2:58][C:59]1[CH:54]=[CH:53][N:52]=[CH:55][CH:57]=1)=[O:38])(=[O:46])[O:43][CH2:44][CH3:45])[CH3:40]. The reactants are [N+](C1C=CC(O[C:11](=[O:38])[O:12][CH2:13][C:14]2[N:15](CC3C=CN=CC=3)[C:16]([S:22][C:23]3[CH:28]=[C:27]([Cl:29])[CH:26]=[C:25]([Cl:30])[CH:24]=3)=[C:17]([CH:19]([CH3:21])[CH3:20])[N:18]=2)=CC=1)([O-])=O.[CH2:39]([O:41][P:42]([CH2:47][NH2:48])(=[O:46])[O:43][CH2:44][CH3:45])[CH3:40].C([N:52]([CH:55]([CH3:57])C)[CH2:53][CH3:54])(C)C.[CH3:58][C:59]#N. The yield is 0.900. No catalyst specified. (6) The reactants are C([O-])=O.[Na+].C(N(CC)CC)C.[Cl:12][C:13]1[CH:18]=[C:17]([NH:19][CH2:20][C:21]([CH3:23])=[CH2:22])[C:16](I)=[CH:15][N:14]=1. The catalyst is [Cl-].C([N+](CCCC)(CCCC)CCCC)CCC.C1(C)C=CC=CC=1.O.C([O-])(=O)C.[Pd+2].C([O-])(=O)C. The product is [Cl:12][C:13]1[N:14]=[CH:15][C:16]2[C:21]([CH3:23])([CH3:22])[CH2:20][NH:19][C:17]=2[CH:18]=1. The yield is 0.890.